From a dataset of NCI-60 drug combinations with 297,098 pairs across 59 cell lines. Regression. Given two drug SMILES strings and cell line genomic features, predict the synergy score measuring deviation from expected non-interaction effect. (1) Drug 1: COC1=CC(=CC(=C1O)OC)C2C3C(COC3=O)C(C4=CC5=C(C=C24)OCO5)OC6C(C(C7C(O6)COC(O7)C8=CC=CS8)O)O. Drug 2: CC1=C(C(=CC=C1)Cl)NC(=O)C2=CN=C(S2)NC3=CC(=NC(=N3)C)N4CCN(CC4)CCO. Cell line: SF-539. Synergy scores: CSS=52.0, Synergy_ZIP=-1.20, Synergy_Bliss=1.62, Synergy_Loewe=-7.99, Synergy_HSA=2.91. (2) Drug 1: CNC(=O)C1=NC=CC(=C1)OC2=CC=C(C=C2)NC(=O)NC3=CC(=C(C=C3)Cl)C(F)(F)F. Drug 2: C1CN(P(=O)(OC1)NCCCl)CCCl. Cell line: UACC62. Synergy scores: CSS=7.31, Synergy_ZIP=-3.56, Synergy_Bliss=0.402, Synergy_Loewe=0.985, Synergy_HSA=1.58. (3) Drug 1: CCN(CC)CCCC(C)NC1=C2C=C(C=CC2=NC3=C1C=CC(=C3)Cl)OC. Drug 2: C1CC(=O)NC(=O)C1N2C(=O)C3=CC=CC=C3C2=O. Cell line: SW-620. Synergy scores: CSS=57.7, Synergy_ZIP=4.20, Synergy_Bliss=4.95, Synergy_Loewe=-13.6, Synergy_HSA=5.12.